This data is from Full USPTO retrosynthesis dataset with 1.9M reactions from patents (1976-2016). The task is: Predict the reactants needed to synthesize the given product. (1) Given the product [Cl:1][C:2]1[CH:10]=[C:9]2[C:5]([CH:6]=[CH:7][N:8]2[C:15]2[CH:16]=[CH:17][C:12]([F:11])=[CH:13][CH:14]=2)=[CH:4][CH:3]=1, predict the reactants needed to synthesize it. The reactants are: [Cl:1][C:2]1[CH:10]=[C:9]2[C:5]([CH:6]=[CH:7][NH:8]2)=[CH:4][CH:3]=1.[F:11][C:12]1[CH:17]=[CH:16][C:15](I)=[CH:14][CH:13]=1. (2) Given the product [NH2:24][CH2:23][C:22]1[CH:25]=[CH:26][C:19]([N:18]2[C:17]3[CH:27]=[CH:28][CH:29]=[CH:30][C:16]=3[N:15]=[C:14]2[CH2:13][N:2]([CH3:1])[CH:3]2[C:12]3[N:11]=[CH:10][CH:9]=[CH:8][C:7]=3[CH2:6][CH2:5][CH2:4]2)=[CH:20][CH:21]=1, predict the reactants needed to synthesize it. The reactants are: [CH3:1][N:2]([CH2:13][C:14]1[N:18]([C:19]2[CH:26]=[CH:25][C:22]([C:23]#[N:24])=[CH:21][CH:20]=2)[C:17]2[CH:27]=[CH:28][CH:29]=[CH:30][C:16]=2[N:15]=1)[CH:3]1[C:12]2[N:11]=[CH:10][CH:9]=[CH:8][C:7]=2[CH2:6][CH2:5][CH2:4]1.NCCCN1C2C=CC=CC=2N=C1CN(C)C1C2N=CC=CC=2CCC1.